This data is from Forward reaction prediction with 1.9M reactions from USPTO patents (1976-2016). The task is: Predict the product of the given reaction. Given the reactants [Cl:1][C:2]1[CH:7]=[C:6]([C:8](=[O:12])[N:9]([CH3:11])[CH3:10])[CH:5]=[CH:4][C:3]=1[N:13]([CH3:33])[C:14]([C:16]1[S:32][C:19]2[C:20]3[CH:28]=[CH:27][C:26]([C:29](O)=[O:30])=[CH:25][C:21]=3[O:22][CH2:23][CH2:24][C:18]=2[CH:17]=1)=[O:15].[CH2:34]([NH2:36])[CH3:35].N1C=CC=CC=1, predict the reaction product. The product is: [Cl:1][C:2]1[CH:7]=[C:6]([C:8](=[O:12])[N:9]([CH3:10])[CH3:11])[CH:5]=[CH:4][C:3]=1[N:13]([CH3:33])[C:14]([C:16]1[S:32][C:19]2[C:20]3[CH:28]=[CH:27][C:26]([C:29]([NH:36][CH2:34][CH3:35])=[O:30])=[CH:25][C:21]=3[O:22][CH2:23][CH2:24][C:18]=2[CH:17]=1)=[O:15].